Dataset: Catalyst prediction with 721,799 reactions and 888 catalyst types from USPTO. Task: Predict which catalyst facilitates the given reaction. (1) Reactant: CS(O[CH2:6][CH2:7][N:8]1[C:12](=[O:13])[C:11]2[CH:14]=[C:15]([C:17]3[CH:22]=[CH:21][N:20]=[C:19]([NH:23][C:24]4[N:25]([CH3:29])[N:26]=[CH:27][CH:28]=4)[N:18]=3)[S:16][C:10]=2[C:9]1([CH3:31])[CH3:30])(=O)=O.[CH3:32][NH:33][CH:34]1[CH2:36][CH2:35]1. Product: [CH:34]1([N:33]([CH3:32])[CH2:6][CH2:7][N:8]2[C:12](=[O:13])[C:11]3[CH:14]=[C:15]([C:17]4[CH:22]=[CH:21][N:20]=[C:19]([NH:23][C:24]5[N:25]([CH3:29])[N:26]=[CH:27][CH:28]=5)[N:18]=4)[S:16][C:10]=3[C:9]2([CH3:31])[CH3:30])[CH2:36][CH2:35]1. The catalyst class is: 3. (2) Reactant: [I:1]I.I(O)(=O)(=O)=O.S(=O)(=O)(O)O.[CH2:13]([O:19][C:20]1[CH:25]=[CH:24][CH:23]=[CH:22][C:21]=1[O:26][CH2:27][CH2:28][CH2:29][CH2:30][CH2:31][CH3:32])[CH2:14][CH2:15][CH2:16][CH2:17][CH3:18]. Product: [CH2:27]([O:26][C:21]1[CH:22]=[CH:23][C:24]([I:1])=[CH:25][C:20]=1[O:19][CH2:13][CH2:14][CH2:15][CH2:16][CH2:17][CH3:18])[CH2:28][CH2:29][CH2:30][CH2:31][CH3:32]. The catalyst class is: 86. (3) Reactant: C(OC([NH:8][C:9]1[CH:19]=[CH:18][C:17]([O:20][CH2:21][CH3:22])=[CH:16][C:10]=1[C:11]([O:13][CH2:14][CH3:15])=[O:12])=O)(C)(C)C.Cl.[OH-].[Na+]. Product: [NH2:8][C:9]1[CH:19]=[CH:18][C:17]([O:20][CH2:21][CH3:22])=[CH:16][C:10]=1[C:11]([O:13][CH2:14][CH3:15])=[O:12]. The catalyst class is: 13. (4) The catalyst class is: 12. Reactant: [CH3:1][O:2][C:3](=[O:39])[CH2:4][CH2:5][CH2:6][CH2:7][CH2:8][CH2:9][CH2:10][C:11](=[O:38])[NH:12][C:13]1[CH:18]=[CH:17][CH:16]=[CH:15][C:14]=1[S:19](=[O:37])(=[O:36])[NH:20][C:21]([C@@:23]1([NH:28]C(OC(C)(C)C)=O)[CH2:25][C@H:24]1[CH:26]=[CH2:27])=[O:22].Cl. Product: [CH3:1][O:2][C:3](=[O:39])[CH2:4][CH2:5][CH2:6][CH2:7][CH2:8][CH2:9][CH2:10][C:11](=[O:38])[NH:12][C:13]1[CH:18]=[CH:17][CH:16]=[CH:15][C:14]=1[S:19](=[O:37])(=[O:36])[NH:20][C:21]([C@@:23]1([NH2:28])[CH2:25][C@H:24]1[CH:26]=[CH2:27])=[O:22].